From a dataset of Forward reaction prediction with 1.9M reactions from USPTO patents (1976-2016). Predict the product of the given reaction. Given the reactants [CH3:1][O:2][C:3]1[CH:22]=[CH:21][C:6]([C:7]([C:9]2[C:18](=[O:19])[C:17]3[C:12](=[CH:13][CH:14]=[C:15]([CH3:20])[N:16]=3)[NH:11][CH:10]=2)=[O:8])=[CH:5][C:4]=1[CH3:23].[Br:24][C:25]1[CH:30]=[CH:29][CH:28]=[C:27]([CH2:31]Br)[CH:26]=1, predict the reaction product. The product is: [Br:24][C:25]1[CH:26]=[C:27]([CH:28]=[CH:29][CH:30]=1)[CH2:31][N:11]1[C:12]2[C:17](=[N:16][C:15]([CH3:20])=[CH:14][CH:13]=2)[C:18](=[O:19])[C:9]([C:7](=[O:8])[C:6]2[CH:21]=[CH:22][C:3]([O:2][CH3:1])=[C:4]([CH3:23])[CH:5]=2)=[CH:10]1.